From a dataset of Reaction yield outcomes from USPTO patents with 853,638 reactions. Predict the reaction yield, written as a fraction of the theoretical maximum amount of product (1.0 means a 100% yield; for example, 0.34 means a 34% yield). (1) The reactants are [Cl:1][C:2]1[CH:3]=[C:4]([C:8]2[O:12][N:11]=[C:10]([CH:13](O)[CH3:14])[N:9]=2)[CH:5]=[CH:6][CH:7]=1.O=S(Cl)[Cl:18]. The catalyst is CN(C=O)C. The product is [Cl:18][CH:13]([C:10]1[N:9]=[C:8]([C:4]2[CH:5]=[CH:6][CH:7]=[C:2]([Cl:1])[CH:3]=2)[O:12][N:11]=1)[CH3:14]. The yield is 0.930. (2) The reactants are [CH3:1][O:2][C:3]1[CH:4]=[C:5]([OH:12])[CH:6]=[CH:7][C:8]=1[N+:9]([O-:11])=[O:10].C([O-])([O-])=O.[K+].[K+].Br[CH2:20][CH2:21][O:22][Si:23]([C:26]([CH3:29])([CH3:28])[CH3:27])([CH3:25])[CH3:24]. The catalyst is CN(C=O)C.O. The product is [C:26]([Si:23]([O:22][CH2:21][CH2:20][O:12][C:5]1[CH:6]=[CH:7][C:8]([N+:9]([O-:11])=[O:10])=[C:3]([O:2][CH3:1])[CH:4]=1)([CH3:25])[CH3:24])([CH3:29])([CH3:28])[CH3:27]. The yield is 0.520. (3) The reactants are [N+:1]([C:4]1[C:5]([C:9]([O:11]CC)=O)=[N:6][NH:7][CH:8]=1)([O-:3])=[O:2].[NH3:14]. No catalyst specified. The product is [N+:1]([C:4]1[C:5]([C:9]([NH2:14])=[O:11])=[N:6][NH:7][CH:8]=1)([O-:3])=[O:2]. The yield is 0.860.